Predict which catalyst facilitates the given reaction. From a dataset of Catalyst prediction with 721,799 reactions and 888 catalyst types from USPTO. Reactant: Cl.[NH2:2][C:3]1[CH:8]=[CH:7][C:6]([C:9]2[CH:10]=[CH:11][C:12]([NH:15][CH2:16][CH2:17][N:18]3[CH2:23][CH2:22][O:21][CH2:20][CH2:19]3)=[N:13][CH:14]=2)=[CH:5][CH:4]=1.C(N(CC)CC)C.[F:31][C:32]([F:52])([F:51])[C:33]1([C:36]2[O:40][N:39]=[C:38]([NH:41][C:42](=O)[O:43]C3C=CC=CC=3)[CH:37]=2)[CH2:35][CH2:34]1. Product: [O:21]1[CH2:22][CH2:23][N:18]([CH2:17][CH2:16][NH:15][C:12]2[N:13]=[CH:14][C:9]([C:6]3[CH:7]=[CH:8][C:3]([NH:2][C:42]([NH:41][C:38]4[CH:37]=[C:36]([C:33]5([C:32]([F:52])([F:31])[F:51])[CH2:34][CH2:35]5)[O:40][N:39]=4)=[O:43])=[CH:4][CH:5]=3)=[CH:10][CH:11]=2)[CH2:19][CH2:20]1. The catalyst class is: 239.